Dataset: Full USPTO retrosynthesis dataset with 1.9M reactions from patents (1976-2016). Task: Predict the reactants needed to synthesize the given product. (1) Given the product [Br:1][C:2]1[C:7]([F:8])=[CH:6][C:5]([N+:9]([O-:11])=[O:10])=[C:4]([NH:27][CH:24]2[CH2:23][CH2:22][N:21]([CH:18]3[CH2:19][CH2:20][O:15][CH2:16][CH2:17]3)[CH2:26][CH2:25]2)[CH:3]=1, predict the reactants needed to synthesize it. The reactants are: [Br:1][C:2]1[C:7]([F:8])=[CH:6][C:5]([N+:9]([O-:11])=[O:10])=[C:4](F)[CH:3]=1.Cl.Cl.[O:15]1[CH2:20][CH2:19][CH:18]([N:21]2[CH2:26][CH2:25][CH:24]([NH2:27])[CH2:23][CH2:22]2)[CH2:17][CH2:16]1.C(N(C(C)C)CC)(C)C. (2) Given the product [NH2:32][C:33]1[C:42]2[N:43]=[C:44]([CH2:51][O:52][CH3:53])[N:45]([CH2:46][C:47]([OH:49])([CH3:50])[CH3:48])[C:41]=2[C:40]2[CH:39]=[CH:38][C:37]([CH:30]=[CH:29][C:28]#[N:31])=[CH:36][C:35]=2[N:34]=1, predict the reactants needed to synthesize it. The reactants are: CN(C)C=O.C1(C)C=CC=CC=1P(C1C=CC=CC=1C)C1C=CC=CC=1C.[C:28](#[N:31])[CH:29]=[CH2:30].[NH2:32][C:33]1[C:42]2[N:43]=[C:44]([CH2:51][O:52][CH3:53])[N:45]([CH2:46][C:47]([CH3:50])([OH:49])[CH3:48])[C:41]=2[C:40]2[CH:39]=[CH:38][C:37](Br)=[CH:36][C:35]=2[N:34]=1. (3) Given the product [OH:14][C:11]1([CH3:15])[CH2:12][CH2:13][N:8]([C:1]([O:3][C:4]([CH3:7])([CH3:6])[CH3:5])=[O:2])[CH2:9][CH2:10]1, predict the reactants needed to synthesize it. The reactants are: [C:1]([N:8]1[CH2:13][CH2:12][C:11](=[O:14])[CH2:10][CH2:9]1)([O:3][C:4]([CH3:7])([CH3:6])[CH3:5])=[O:2].[CH3:15][Mg+].[Br-].[NH4+].[Cl-]. (4) Given the product [F:10][C:8]1[CH:7]=[CH:6][C:3]2[C:4]3[N:11]([C:24]([CH3:26])=[C:21]([CH3:20])[N:22]=3)[C:12]3[CH:17]=[CH:16][C:15]([CH3:18])=[CH:14][C:13]=3[O:19][C:2]=2[N:9]=1, predict the reactants needed to synthesize it. The reactants are: F[C:2]1[N:9]=[C:8]([F:10])[CH:7]=[CH:6][C:3]=1[CH:4]=O.[NH2:11][C:12]1[CH:17]=[CH:16][C:15]([CH3:18])=[CH:14][C:13]=1[OH:19].[CH3:20]/[C:21](/[C:24]([CH3:26])=O)=[N:22]\O. (5) The reactants are: [CH3:1][O:2][C:3](=[O:11])[C:4]1[CH:9]=[CH:8][C:7]([NH2:10])=[CH:6][CH:5]=1.[N:12]1[CH:17]=[CH:16][CH:15]=[C:14]([CH:18]=O)[CH:13]=1.[CH2:20]=[C:21]([CH3:23])[CH3:22].FC(F)(F)S([O-])(=O)=O.[Yb+3].FC(F)(F)S([O-])(=O)=O.FC(F)(F)S([O-])(=O)=O. Given the product [CH3:1][O:2][C:3]([C:4]1[CH:5]=[C:6]2[C:7](=[CH:8][CH:9]=1)[NH:10][CH:18]([C:14]1[CH:13]=[N:12][CH:17]=[CH:16][CH:15]=1)[CH2:20][C:21]2([CH3:23])[CH3:22])=[O:11], predict the reactants needed to synthesize it. (6) Given the product [F:10][C:5]1[CH:4]=[C:3]([F:11])[C:2]([C:15]2[CH:16]=[CH:17][N:12]=[CH:13][CH:14]=2)=[CH:9][C:6]=1[CH2:7][NH2:8], predict the reactants needed to synthesize it. The reactants are: Br[C:2]1[C:3]([F:11])=[CH:4][C:5]([F:10])=[C:6]([CH:9]=1)[CH2:7][NH2:8].[N:12]1[CH:17]=[CH:16][C:15](B(O)O)=[CH:14][CH:13]=1.C(=O)(O)[O-].[Na+]. (7) Given the product [C:1]1([CH:7]([C:12]2[CH:17]=[CH:16][CH:15]=[CH:14][CH:13]=2)[CH2:8][C:9]([Cl:21])=[O:10])[CH:6]=[CH:5][CH:4]=[CH:3][CH:2]=1, predict the reactants needed to synthesize it. The reactants are: [C:1]1([CH:7]([C:12]2[CH:17]=[CH:16][CH:15]=[CH:14][CH:13]=2)[CH2:8][C:9](O)=[O:10])[CH:6]=[CH:5][CH:4]=[CH:3][CH:2]=1.C(Cl)(=O)C([Cl:21])=O. (8) Given the product [Cl:8][C:4]1[CH:5]=[CH:6][CH:7]=[C:2]([Cl:1])[C:3]=1[N:9]1[C:14](=[O:15])[C:13]2[CH:16]=[N:17][C:18]([NH:20][C:21]3[CH:22]=[CH:23][C:24]([N:27]4[CH2:32][CH2:31][N:30]([CH3:33])[CH2:29][CH2:28]4)=[CH:25][CH:26]=3)=[N:19][C:12]=2[C:11]([C:34]2[CH:39]=[CH:38][N:37]=[C:36]([C:40]([OH:42])=[O:41])[CH:35]=2)=[N:10]1, predict the reactants needed to synthesize it. The reactants are: [Cl:1][C:2]1[CH:7]=[CH:6][CH:5]=[C:4]([Cl:8])[C:3]=1[N:9]1[C:14](=[O:15])[C:13]2[CH:16]=[N:17][C:18]([NH:20][C:21]3[CH:26]=[CH:25][C:24]([N:27]4[CH2:32][CH2:31][N:30]([CH3:33])[CH2:29][CH2:28]4)=[CH:23][CH:22]=3)=[N:19][C:12]=2[C:11]([C:34]2[CH:39]=[CH:38][N:37]=[C:36]([C:40]([O:42]C)=[O:41])[CH:35]=2)=[N:10]1.O.[OH-].[Li+].CO.Cl. (9) Given the product [CH:8]1([C:11]2[C:20](/[CH:21]=[CH:22]/[C@@H:23]([OH:31])[CH2:24][C@@H:25]([OH:30])[CH2:26][C:27]([OH:29])=[O:28])=[C:19]([C:32]3[CH:37]=[CH:36][C:35]([F:38])=[CH:34][CH:33]=3)[C:18]3[C:13](=[CH:14][CH:15]=[CH:16][CH:17]=3)[N:12]=2)[CH2:10][CH2:9]1, predict the reactants needed to synthesize it. The reactants are: C(NC(C)C)(C)C.[CH:8]1([C:11]2[C:20](/[CH:21]=[CH:22]/[C@@H:23]([OH:31])[CH2:24][C@@H:25]([OH:30])[CH2:26][C:27]([OH:29])=[O:28])=[C:19]([C:32]3[CH:37]=[CH:36][C:35]([F:38])=[CH:34][CH:33]=3)[C:18]3[C:13](=[CH:14][CH:15]=[CH:16][CH:17]=3)[N:12]=2)[CH2:10][CH2:9]1.Cl.[OH-].[Na+].O.O.[Cl-].[Ca+2].[Cl-].